This data is from Full USPTO retrosynthesis dataset with 1.9M reactions from patents (1976-2016). The task is: Predict the reactants needed to synthesize the given product. (1) Given the product [C:27]1([CH2:41][CH2:42][O:1][C:2]2[CH:8]=[C:7]([N+:9]([O-:11])=[O:10])[CH:6]=[CH:5][C:3]=2[NH2:4])[C:26]2[C:25](=[CH:8][CH:2]=[CH:3][CH:5]=2)[CH:30]=[CH:29][CH:28]=1, predict the reactants needed to synthesize it. The reactants are: [OH:1][C:2]1[CH:8]=[C:7]([N+:9]([O-:11])=[O:10])[CH:6]=[CH:5][C:3]=1[NH2:4].[C:25]1(P([C:25]2[CH:30]=[CH:29][CH:28]=[CH:27][CH:26]=2)[C:25]2[CH:30]=[CH:29][CH:28]=[CH:27][CH:26]=2)[CH:30]=[CH:29][CH:28]=[CH:27][CH:26]=1.CCOC(/N=N/C(O[CH2:41][CH3:42])=O)=O. (2) Given the product [CH3:11][N:12]([CH3:35])[CH2:13][CH2:14][O:15][C:16]1[CH:17]=[CH:18][C:19]([N:22]2[CH:26]=[CH:25][N:24]([C:27]3[CH:28]=[CH:29][C:30]([O:33][C:5]4[CH:6]=[CH:7][CH:8]=[CH:9][C:4]=4[N+:1]([O-:3])=[O:2])=[CH:31][CH:32]=3)[C:23]2=[O:34])=[CH:20][CH:21]=1, predict the reactants needed to synthesize it. The reactants are: [N+:1]([C:4]1[CH:9]=[CH:8][CH:7]=[CH:6][C:5]=1F)([O-:3])=[O:2].[CH3:11][N:12]([CH3:35])[CH2:13][CH2:14][O:15][C:16]1[CH:21]=[CH:20][C:19]([N:22]2[CH:26]=[CH:25][N:24]([C:27]3[CH:32]=[CH:31][C:30]([OH:33])=[CH:29][CH:28]=3)[C:23]2=[O:34])=[CH:18][CH:17]=1.[OH-].[K+]. (3) Given the product [Cl:15][C:12]1[CH:13]=[CH:14][C:9]2[N:8]=[CH:7][N:6]([CH2:5][CH2:4][OH:3])[C:10]=2[C:11]=1[F:16], predict the reactants needed to synthesize it. The reactants are: C([O:3][CH2:4][CH2:5][N:6]1[C:10]2[C:11]([F:16])=[C:12]([Cl:15])[CH:13]=[CH:14][C:9]=2[N:8]=[CH:7]1)=O. (4) Given the product [C:26]12([O:36][C:37](=[O:50])[CH2:38][CH2:39][C:40]3[CH:41]=[C:42]4[C:46](=[CH:47][CH:48]=3)[C:45](=[C:3]3[C:4]5[C:9](=[CH:8][CH:7]=[CH:6][CH:5]=5)[NH:1][C:2]3=[O:10])[O:44][CH2:43]4)[CH2:33][CH:32]3[CH2:31][CH:30]([CH2:29][CH:28]([CH2:34]3)[CH2:27]1)[CH2:35]2, predict the reactants needed to synthesize it. The reactants are: [NH:1]1[C:9]2[C:4](=[CH:5][CH:6]=[CH:7][CH:8]=2)[CH2:3][C:2]1=[O:10].[Li+].C[Si]([N-][Si](C)(C)C)(C)C.C1COCC1.[C:26]12([O:36][C:37](=[O:50])[CH2:38][CH2:39][C:40]3[CH:41]=[C:42]4[C:46](=[CH:47][CH:48]=3)[C:45](=O)[O:44][CH2:43]4)[CH2:35][CH:30]3[CH2:31][CH:32]([CH2:34][CH:28]([CH2:29]3)[CH2:27]1)[CH2:33]2. (5) Given the product [N:21]1([CH2:27][C:28]2[N:2]=[C:1]3[N:31]([C:16]([OH:20])=[N:15][C:4]([C:5]4[CH:6]=[CH:7][C:8]([C:11]([F:12])([F:13])[F:14])=[CH:9][CH:10]=4)=[CH:3]3)[N:30]=2)[CH2:26][CH2:25][O:24][CH2:23][CH2:22]1, predict the reactants needed to synthesize it. The reactants are: [C:1]([CH:3]=[C:4]([NH:15][C:16](=[O:20])OCC)[C:5]1[CH:10]=[CH:9][C:8]([C:11]([F:14])([F:13])[F:12])=[CH:7][CH:6]=1)#[N:2].[N:21]1([CH2:27][C:28]([NH:30][NH2:31])=O)[CH2:26][CH2:25][O:24][CH2:23][CH2:22]1.C(OCC)(=O)C.O. (6) Given the product [ClH:1].[CH3:3][O:4][C:5](=[O:29])[C@H:6]([NH:18][C:19]([O:21][CH2:22][C:23]1[CH:28]=[CH:27][CH:26]=[CH:25][CH:24]=1)=[O:20])[CH2:7][C:8]1[CH:13]=[CH:12][C:11]([NH2:14])=[C:10]([OH:17])[CH:9]=1, predict the reactants needed to synthesize it. The reactants are: [Cl-:1].[NH4+].[CH3:3][O:4][C:5](=[O:29])[C@H:6]([NH:18][C:19]([O:21][CH2:22][C:23]1[CH:28]=[CH:27][CH:26]=[CH:25][CH:24]=1)=[O:20])[CH2:7][C:8]1[CH:13]=[CH:12][C:11]([N+:14]([O-])=O)=[C:10]([OH:17])[CH:9]=1. (7) Given the product [NH2:12][CH2:11][C@@H:10]([NH:9][C:7]([C:5]1[S:6][C:2]([Cl:1])=[C:3]([C:31]2[N:35]([CH3:36])[N:34]=[CH:33][C:32]=2[Cl:37])[CH:4]=1)=[O:8])[CH2:23][C:24]1[CH:29]=[CH:28][CH:27]=[C:26]([F:30])[CH:25]=1, predict the reactants needed to synthesize it. The reactants are: [Cl:1][C:2]1[S:6][C:5]([C:7]([NH:9][C@@H:10]([CH2:23][C:24]2[CH:29]=[CH:28][CH:27]=[C:26]([F:30])[CH:25]=2)[CH2:11][N:12]2C(=O)C3C(=CC=CC=3)C2=O)=[O:8])=[CH:4][C:3]=1[C:31]1[N:35]([CH3:36])[N:34]=[CH:33][C:32]=1[Cl:37].NN. (8) Given the product [Br:1][C:2]1[N:3]([C:8]2[C:17]3[C:12](=[CH:13][CH:14]=[CH:15][CH:16]=3)[C:11]([CH:18]3[CH2:20][CH2:19]3)=[CH:10][CH:9]=2)[C:4]([S:7][C:22]([CH3:29])([CH3:28])[C:23]([O:25][CH2:26][CH3:27])=[O:24])=[N:5][N:6]=1, predict the reactants needed to synthesize it. The reactants are: [Br:1][C:2]1[N:3]([C:8]2[C:17]3[C:12](=[CH:13][CH:14]=[CH:15][CH:16]=3)[C:11]([CH:18]3[CH2:20][CH2:19]3)=[CH:10][CH:9]=2)[C:4]([SH:7])=[N:5][N:6]=1.Br[C:22]([CH3:29])([CH3:28])[C:23]([O:25][CH2:26][CH3:27])=[O:24].C(N(C(C)C)CC)(C)C.